From a dataset of Full USPTO retrosynthesis dataset with 1.9M reactions from patents (1976-2016). Predict the reactants needed to synthesize the given product. (1) Given the product [F:1][C:2]1[CH:7]=[C:6]([CH3:8])[C:5]([S:9][CH2:10][C:11]([F:14])([F:13])[F:12])=[CH:4][C:3]=1[NH:15][N:16]=[C:17]([Br:22])[C:18]([F:21])([F:19])[F:20], predict the reactants needed to synthesize it. The reactants are: [F:1][C:2]1[CH:7]=[C:6]([CH3:8])[C:5]([S:9][CH2:10][C:11]([F:14])([F:13])[F:12])=[CH:4][C:3]=1[NH:15][N:16]=[CH:17][C:18]([F:21])([F:20])[F:19].[Br:22]N1C(=O)CCC1=O.O. (2) Given the product [Cl:13][C:6]1[N:7]=[CH:8][CH:9]=[C:4]2[CH:3]=[CH:2][O:1][C:5]=12, predict the reactants needed to synthesize it. The reactants are: [O:1]1[C:5]2[C:6](=O)[NH:7][CH:8]=[CH:9][C:4]=2[CH:3]=[CH:2]1.P(Cl)(Cl)([Cl:13])=O.[OH-].[Na+]. (3) Given the product [S:1]1[C:5]2[CH:6]=[CH:7][CH:8]=[CH:9][C:4]=2[CH:3]=[C:2]1[CH:10]1[CH2:13][CH2:12][CH:11]1[NH:14][C:15](=[O:26])[C:16]1[CH:21]=[CH:20][CH:19]=[CH:18][C:17]=1[C:22]([F:24])([F:23])[F:25], predict the reactants needed to synthesize it. The reactants are: [S:1]1[C:5]2[CH:6]=[CH:7][CH:8]=[CH:9][C:4]=2[CH:3]=[C:2]1[C:10]1[CH2:13][CH2:12][C:11]=1[NH:14][C:15](=[O:26])[C:16]1[CH:21]=[CH:20][CH:19]=[CH:18][C:17]=1[C:22]([F:25])([F:24])[F:23]. (4) Given the product [Br:1][C:2]1[CH:3]=[C:4]([CH2:10][CH2:11][CH2:12][N:14]([CH3:16])[CH3:15])[C:5]([O:8][CH3:9])=[N:6][CH:7]=1, predict the reactants needed to synthesize it. The reactants are: [Br:1][C:2]1[CH:3]=[C:4]([CH2:10][CH2:11][C:12]([N:14]([CH3:16])[CH3:15])=O)[C:5]([O:8][CH3:9])=[N:6][CH:7]=1.B.O1CCCC1.